This data is from Forward reaction prediction with 1.9M reactions from USPTO patents (1976-2016). The task is: Predict the product of the given reaction. Given the reactants CO[CH:3]1[C:11](=[S:12](=[O:14])=[O:13])[C:10]([NH2:15])=[C:9](CC)[CH:8]=[C:4]1[C:5]([OH:7])=O.C[C:19](C)=[O:20].ClC(O[CH2:26][CH3:27])=O.[CH2:28]([N:30]1[CH2:34][CH2:33][CH2:32][CH:31]1[CH2:35][NH2:36])[CH3:29], predict the reaction product. The product is: [CH3:29][CH2:28][N:30]1[CH:31]([CH2:35][NH:36][C:5]([C:4]2[CH:3]=[C:11]([S:12]([CH2:26][CH3:27])(=[O:13])=[O:14])[C:10]([NH2:15])=[CH:9][C:8]=2[O:20][CH3:19])=[O:7])[CH2:32][CH2:33][CH2:34]1.